From a dataset of Forward reaction prediction with 1.9M reactions from USPTO patents (1976-2016). Predict the product of the given reaction. (1) Given the reactants [F:1][C:2]1[CH:7]=[CH:6][CH:5]=[C:4]([F:8])[N:3]=1.[CH2:9]([Li])[CH2:10][CH2:11][CH3:12].[C:14]([Cu])#[N:15].C(OC(N1C2C=CC([Cl:33])=NC=2C(CCl)=C1)=O)(C)(C)C.[NH3:36].O1C[CH2:40][CH2:39][CH2:38]1, predict the reaction product. The product is: [Cl:33][C:11]1[CH:10]=[C:9]2[C:39]([CH2:40][C:7]3[C:2]([F:1])=[N:3][C:4]([F:8])=[CH:5][CH:6]=3)=[CH:38][NH:15][C:14]2=[N:36][CH:12]=1. (2) Given the reactants [C:1]([CH2:3][C:4]([NH2:6])=[S:5])#[N:2].Br[CH2:8][C:9]([C:11]1[CH:16]=[CH:15][C:14]([S:17]([NH:20][CH2:21][CH2:22][CH:23]([CH3:25])[CH3:24])(=[O:19])=[O:18])=[CH:13][CH:12]=1)=O.C(OCC)(=O)C, predict the reaction product. The product is: [C:1]([CH2:3][C:4]1[S:5][CH:8]=[C:9]([C:11]2[CH:12]=[CH:13][C:14]([S:17]([NH:20][CH2:21][CH2:22][CH:23]([CH3:25])[CH3:24])(=[O:19])=[O:18])=[CH:15][CH:16]=2)[N:6]=1)#[N:2]. (3) Given the reactants Br[C:2]1[C:7]([CH3:8])=[CH:6][C:5]([CH3:9])=[CH:4][C:3]=1[CH3:10].[CH3:11][C:12]1[CH:17]=[CH:16][CH:15]=[CH:14][C:13]=1B(O)O.C([O-])([O-])=O.[K+].[K+], predict the reaction product. The product is: [CH3:10][C:3]1[CH:4]=[C:5]([CH3:9])[CH:6]=[C:7]([CH3:8])[C:2]=1[C:13]1[CH:14]=[CH:15][CH:16]=[CH:17][C:12]=1[CH3:11]. (4) The product is: [ClH:47].[CH3:28][C:23]1[C:22]([O:21][C:20]2[C:15]([NH:14][C:12]3[S:11][N:10]=[C:9]([CH:3]4[CH2:2][CH:1]5[N:8]([C:40](=[O:42])[CH3:41])[CH:5]([CH2:6][CH2:7]5)[CH2:4]4)[N:13]=3)=[N:16][CH:17]=[C:18]([C:29]([F:30])([F:31])[F:32])[CH:19]=2)=[CH:27][CH:26]=[CH:25][N:24]=1. Given the reactants [CH:1]12[NH:8][CH:5]([CH2:6][CH2:7]1)[CH2:4][CH:3]([C:9]1[N:13]=[C:12]([NH:14][C:15]3[C:20]([O:21][C:22]4[C:23]([CH3:28])=[N:24][CH:25]=[CH:26][CH:27]=4)=[CH:19][C:18]([C:29]([F:32])([F:31])[F:30])=[CH:17][N:16]=3)[S:11][N:10]=1)[CH2:2]2.C(N(CC)CC)C.[C:40](OC(=O)C)(=[O:42])[CH3:41].[ClH:47], predict the reaction product. (5) The product is: [OH:9][CH:7]([CH:4]1[CH2:5][CH2:6][N:1]([C:11]([O:13][C:14]([CH3:17])([CH3:16])[CH3:15])=[O:10])[CH2:2][CH2:3]1)[CH3:8]. Given the reactants [NH:1]1[CH2:6][CH2:5][CH:4]([CH:7]([OH:9])[CH3:8])[CH2:3][CH2:2]1.[O:10](C(OC(C)(C)C)=O)[C:11]([O:13][C:14]([CH3:17])([CH3:16])[CH3:15])=O.CCN(CC)CC, predict the reaction product. (6) Given the reactants [CH2:1]([O:8][C:9]1[CH:14]=[CH:13][C:12]([CH2:15][C:16]([OH:18])=O)=[CH:11][CH:10]=1)[C:2]1[CH:7]=[CH:6][CH:5]=[CH:4][CH:3]=1.Cl.C(N=[C:23]=[N:24][C:25]([CH3:29])(C)[CH2:26][CH3:27])C.ON1C2C=CC=[CH:39][C:34]=2[N:33]=N1.[CH3:40][N:41]1[CH2:46][CH2:45]O[CH2:43][CH2:42]1.[CH3:47][N:48](C=O)C, predict the reaction product. The product is: [CH2:1]([O:8][C:9]1[CH:10]=[CH:11][C:12]([CH2:15][C:16]([NH:33][C:34]2[CH:39]=[CH:27][CH:26]=[C:25]3[C:29]=2[CH:47]=[N:48][N:24]3[CH2:23][CH2:40][N:41]2[CH2:46][CH2:45][CH2:43][CH2:42]2)=[O:18])=[CH:13][CH:14]=1)[C:2]1[CH:3]=[CH:4][CH:5]=[CH:6][CH:7]=1.